This data is from Reaction yield outcomes from USPTO patents with 853,638 reactions. The task is: Predict the reaction yield, written as a fraction of the theoretical maximum amount of product (1.0 means a 100% yield; for example, 0.34 means a 34% yield). (1) The reactants are [C:1](Cl)(Cl)=[O:2].[C:5]([O:9][C:10](=[O:30])[NH:11][CH2:12][C@H:13]([OH:29])[CH2:14][NH:15][C:16]1[CH:17]=[C:18]2[C:22](=[CH:23][CH:24]=1)[N:21]([CH:25]1[CH2:27][CH2:26]1)[C:20](=[O:28])[CH2:19]2)([CH3:8])([CH3:7])[CH3:6].C(N(CC)CC)C. The catalyst is ClCCl. The product is [C:5]([O:9][C:10](=[O:30])[NH:11][CH2:12][C@@H:13]1[O:29][C:1](=[O:2])[N:15]([C:16]2[CH:17]=[C:18]3[C:22](=[CH:23][CH:24]=2)[N:21]([CH:25]2[CH2:27][CH2:26]2)[C:20](=[O:28])[CH2:19]3)[CH2:14]1)([CH3:8])([CH3:6])[CH3:7]. The yield is 0.750. (2) The reactants are C([O:3][C:4]([CH:6]1[CH2:11][NH:10][C:9]2[CH:12]=[C:13]([Cl:17])[C:14]([I:16])=[CH:15][C:8]=2[O:7]1)=[O:5])C.[Li+].[OH-]. The product is [Cl:17][C:13]1[C:14]([I:16])=[CH:15][C:8]2[O:7][CH:6]([C:4]([OH:5])=[O:3])[CH2:11][NH:10][C:9]=2[CH:12]=1. The yield is 0.703. The catalyst is C1COCC1.O. (3) The product is [CH:34]([O:33][C:31](=[O:32])[NH:23][C:9]1[CH:10]=[CH:11][C:12]([O:13][CH2:14][CH2:15][N:16]2[CH2:22][CH2:21][CH2:20][O:19][CH2:18][CH2:17]2)=[C:7]([C:6]2[N:2]([CH3:1])[N:3]=[CH:4][CH:5]=2)[CH:8]=1)([CH3:36])[CH3:35]. The yield is 0.800. The reactants are [CH3:1][N:2]1[C:6]([C:7]2[CH:8]=[C:9]([NH2:23])[CH:10]=[CH:11][C:12]=2[O:13][CH2:14][CH2:15][N:16]2[CH2:22][CH2:21][CH2:20][O:19][CH2:18][CH2:17]2)=[CH:5][CH:4]=[N:3]1.CC(N(C)C)=O.Cl[C:31]([O:33][CH:34]([CH3:36])[CH3:35])=[O:32]. The catalyst is CS(C)=O. (4) The catalyst is CO. The reactants are [Cl:1][C:2]1[N:11]=[C:10](Cl)[C:9]2[CH2:8][CH2:7][CH2:6][CH:5]([C:13]3[CH:18]=[CH:17][CH:16]=[CH:15][CH:14]=3)[C:4]=2[N:3]=1.[CH3:19][NH:20][CH2:21][CH3:22]. The product is [Cl:1][C:2]1[N:11]=[C:10]([N:20]([CH2:21][CH3:22])[CH3:19])[C:9]2[CH2:8][CH2:7][CH2:6][CH:5]([C:13]3[CH:18]=[CH:17][CH:16]=[CH:15][CH:14]=3)[C:4]=2[N:3]=1. The yield is 0.729. (5) The product is [Cl:29][C:25]1[C:26]([CH3:28])=[CH:27][C:22]([S:19]([N:10]([CH2:11][C:12]2[CH:17]=[CH:16][CH:15]=[C:14]([I:18])[CH:13]=2)[C:9]2[CH:8]=[C:7]([C:31]3[CH:32]=[CH:33][CH:34]=[CH:35][CH:36]=3)[S:6][C:5]=2[C:3]([OH:4])=[O:2])(=[O:20])=[O:21])=[C:23]([CH3:30])[CH:24]=1. The reactants are C[O:2][C:3]([C:5]1[S:6][C:7]([C:31]2[CH:36]=[CH:35][CH:34]=[CH:33][CH:32]=2)=[CH:8][C:9]=1[N:10]([S:19]([C:22]1[CH:27]=[C:26]([CH3:28])[C:25]([Cl:29])=[CH:24][C:23]=1[CH3:30])(=[O:21])=[O:20])[CH2:11][C:12]1[CH:17]=[CH:16][CH:15]=[C:14]([I:18])[CH:13]=1)=[O:4].O[Li].O. The catalyst is C1COCC1.CO.O. The yield is 0.880. (6) The reactants are [CH2:1]([O:8][C:9](=[O:32])[NH:10][CH2:11][CH2:12][CH2:13][CH2:14][C:15]1[CH:20]=[CH:19][C:18]([O:21][CH2:22][CH2:23][NH:24][CH2:25][C:26]2[CH:31]=[CH:30][CH:29]=[CH:28][CH:27]=2)=[CH:17][CH:16]=1)[C:2]1[CH:7]=[CH:6][CH:5]=[CH:4][CH:3]=1.[CH2:33]([O:40][C:41]1[CH:46]=[CH:45][C:44]([C@@H:47]([OH:50])[CH2:48]Br)=[CH:43][C:42]=1[NH:51][CH:52]=[O:53])[C:34]1[CH:39]=[CH:38][CH:37]=[CH:36][CH:35]=1.C([O-])([O-])=O.[K+].[K+]. The catalyst is O1CCCC1. The product is [CH2:1]([O:8][C:9](=[O:32])[NH:10][CH2:11][CH2:12][CH2:13][CH2:14][C:15]1[CH:16]=[CH:17][C:18]([O:21][CH2:22][CH2:23][N:24]([CH2:25][C:26]2[CH:31]=[CH:30][CH:29]=[CH:28][CH:27]=2)[CH2:48][C@@H:47]([C:44]2[CH:45]=[CH:46][C:41]([O:40][CH2:33][C:34]3[CH:35]=[CH:36][CH:37]=[CH:38][CH:39]=3)=[C:42]([NH:51][CH:52]=[O:53])[CH:43]=2)[OH:50])=[CH:19][CH:20]=1)[C:2]1[CH:7]=[CH:6][CH:5]=[CH:4][CH:3]=1. The yield is 0.0500. (7) The reactants are [O:1]=[C:2]([CH3:17])[CH2:3][C:4]1[CH:16]=[CH:15][C:7]([O:8][CH2:9][C:10]([O:12]CC)=[O:11])=[CH:6][CH:5]=1.O.[OH-].[Li+]. The catalyst is C1COCC1. The yield is 0.570. The product is [O:1]=[C:2]([CH3:17])[CH2:3][C:4]1[CH:16]=[CH:15][C:7]([O:8][CH2:9][C:10]([OH:12])=[O:11])=[CH:6][CH:5]=1. (8) The reactants are [Br:1][C:2]1[CH:14]=[CH:13][C:5]([CH2:6][N:7]2[CH2:12][CH2:11][S:10][CH2:9][CH2:8]2)=[CH:4][CH:3]=1.ClC1C=CC=C(C(OO)=[O:23])C=1. The catalyst is C(Cl)Cl. The product is [Br:1][C:2]1[CH:14]=[CH:13][C:5]([CH2:6][N:7]2[CH2:8][CH2:9][S:10](=[O:23])[CH2:11][CH2:12]2)=[CH:4][CH:3]=1. The yield is 0.590.